Task: Predict the reaction yield, written as a fraction of the theoretical maximum amount of product (1.0 means a 100% yield; for example, 0.34 means a 34% yield).. Dataset: Reaction yield outcomes from USPTO patents with 853,638 reactions (1) The reactants are [Cl:1][C:2]1[CH:3]=[C:4]2[C:12](=[C:13]([NH2:17])[C:14]=1[O:15][CH3:16])[NH:11][C:10]1[CH:9]=[N:8][CH:7]=[CH:6][C:5]2=1.[CH3:18][C:19]1[C:24]([C:25](O)=[O:26])=[CH:23][N:22]=[CH:21][N:20]=1. No catalyst specified. The product is [Cl:1][C:2]1[CH:3]=[C:4]2[C:12](=[C:13]([NH:17][C:25]([C:24]3[C:19]([CH3:18])=[N:20][CH:21]=[N:22][CH:23]=3)=[O:26])[C:14]=1[O:15][CH3:16])[NH:11][C:10]1[CH:9]=[N:8][CH:7]=[CH:6][C:5]2=1. The yield is 0.800. (2) The reactants are [CH2:1]([O:8][C:9]1[C:14]([C:15]#[N:16])=[C:13]([NH:17][NH2:18])[N:12]=[CH:11][CH:10]=1)[C:2]1[CH:7]=[CH:6][CH:5]=[CH:4][CH:3]=1.C(N(CC)CC)C.[CH:26]1([CH2:29][C:30](Cl)=[O:31])[CH2:28][CH2:27]1. The catalyst is C(Cl)Cl. The product is [CH2:1]([O:8][C:9]1[CH:10]=[CH:11][N:12]=[C:13]([NH:17][NH:18][C:30](=[O:31])[CH2:29][CH:26]2[CH2:28][CH2:27]2)[C:14]=1[C:15]#[N:16])[C:2]1[CH:3]=[CH:4][CH:5]=[CH:6][CH:7]=1. The yield is 0.910. (3) The reactants are [CH3:1][C:2]1[C:6]([CH3:7])=[C:5]([NH:8][C:9](=[O:16])OCC(Cl)(Cl)Cl)[O:4][N:3]=1.[C:17]1([C:23]2[CH:24]=[CH:25][C:26]([N:29]3[CH2:34][CH2:33][NH:32][CH2:31][CH2:30]3)=[N:27][CH:28]=2)[CH:22]=[CH:21][CH:20]=[CH:19][CH:18]=1.C(N(C(C)C)CC)(C)C.CS(C)=O. The catalyst is O. The product is [CH3:1][C:2]1[C:6]([CH3:7])=[C:5]([NH:8][C:9]([N:32]2[CH2:33][CH2:34][N:29]([C:26]3[CH:25]=[CH:24][C:23]([C:17]4[CH:22]=[CH:21][CH:20]=[CH:19][CH:18]=4)=[CH:28][N:27]=3)[CH2:30][CH2:31]2)=[O:16])[O:4][N:3]=1. The yield is 0.456. (4) The reactants are C[Si]([C:5]#[N:6])(C)C.[NH2:7][C:8]1[CH:16]=[CH:15][C:11]([C:12]([OH:14])=O)=[CH:10][CH:9]=1.[C:17]1(=O)[CH2:20][CH2:19][CH2:18]1. The catalyst is ClCCl. The product is [OH:14][CH2:12][C:11]1[CH:10]=[CH:9][C:8]([NH:7][C:17]2([C:5]#[N:6])[CH2:20][CH2:19][CH2:18]2)=[CH:16][CH:15]=1. The yield is 0.840. (5) The reactants are [N+:1]([C:4]1[CH:9]=[CH:8][C:7]([NH:10][CH:11]2[CH2:16][CH2:15][CH:14]([O:17][CH2:18][C:19](O)=[O:20])[CH2:13][CH2:12]2)=[CH:6][C:5]=1[C:22]([F:25])([F:24])[F:23])([O-:3])=[O:2].[N:26]1([C:32]2[CH:41]=[CH:40][C:39]3[C:34](=[CH:35][CH:36]=[C:37]([C:42]([F:45])([F:44])[F:43])[CH:38]=3)[N:33]=2)[CH2:31][CH2:30][NH:29][CH2:28][CH2:27]1.CCN=C=NCCCN(C)C.Cl.C1C=CC2N(O)N=NC=2C=1.CCN(CC)CC. The catalyst is ClCCl. The product is [N+:1]([C:4]1[CH:9]=[CH:8][C:7]([NH:10][CH:11]2[CH2:12][CH2:13][CH:14]([O:17][CH2:18][C:19]([N:29]3[CH2:30][CH2:31][N:26]([C:32]4[CH:41]=[CH:40][C:39]5[C:34](=[CH:35][CH:36]=[C:37]([C:42]([F:45])([F:43])[F:44])[CH:38]=5)[N:33]=4)[CH2:27][CH2:28]3)=[O:20])[CH2:15][CH2:16]2)=[CH:6][C:5]=1[C:22]([F:23])([F:24])[F:25])([O-:3])=[O:2]. The yield is 0.450. (6) The reactants are [F:1][C:2]1[CH:3]=[C:4]2[C:12](=[CH:13][CH:14]=1)[NH:11][C:10]1[CH2:9][CH2:8][CH:7]([C:15]([O:17][CH3:18])=[O:16])[CH2:6][C:5]2=1.CC([O-])(C)C.[Na+].[Cl:25][C:26]1[CH:34]=[CH:33][C:29]([C:30](Cl)=[O:31])=[CH:28][CH:27]=1.[NH4+].[Cl-]. The catalyst is C1COCC1. The product is [Cl:25][C:26]1[CH:34]=[CH:33][C:29]([C:30]([N:11]2[C:10]3[CH2:9][CH2:8][CH:7]([C:15]([O:17][CH3:18])=[O:16])[CH2:6][C:5]=3[C:4]3[C:12]2=[CH:13][CH:14]=[C:2]([F:1])[CH:3]=3)=[O:31])=[CH:28][CH:27]=1. The yield is 0.140. (7) The reactants are [Cl:1][C:2]1[CH:11]=[CH:10][C:5]2[N:6]=[C:7]([NH2:9])[S:8][C:4]=2[CH:3]=1.Br[CH2:13][C:14](=O)[C:15]([O:17][CH2:18][CH3:19])=[O:16]. No catalyst specified. The product is [Cl:1][C:2]1[CH:11]=[CH:10][C:5]2[N:6]3[CH:13]=[C:14]([C:15]([O:17][CH2:18][CH3:19])=[O:16])[N:9]=[C:7]3[S:8][C:4]=2[CH:3]=1. The yield is 0.600. (8) The reactants are [NH2:1][C:2]1[C:3]([Cl:21])=[C:4]([CH:10]2[CH2:13][N:12]([C:14]([O:16][C:17]([CH3:20])([CH3:19])[CH3:18])=[O:15])[CH2:11]2)[CH:5]=[C:6]([C:8]#[N:9])[CH:7]=1.Cl[C:23]1[N:28]=[C:27]([N:29]([CH2:39][CH3:40])[CH2:30][C:31]2[CH:36]=[CH:35][C:34]([O:37][CH3:38])=[CH:33][CH:32]=2)[C:26]2=[N:41][CH:42]=[C:43]([C:44]#[N:45])[N:25]2[N:24]=1.C1(P(C2C=CC=CC=2)C2C3OC4C(=CC=CC=4P(C4C=CC=CC=4)C4C=CC=CC=4)C(C)(C)C=3C=CC=2)C=CC=CC=1. The catalyst is C1C=CC(P(C2C=CC=CC=2)[C-]2C=CC=C2)=CC=1.C1C=CC(P(C2C=CC=CC=2)[C-]2C=CC=C2)=CC=1.[Fe+2].CC([O-])=O.CC([O-])=O.[Pd+2]. The product is [Cl:21][C:3]1[C:2]([NH:1][C:23]2[N:28]=[C:27]([N:29]([CH2:39][CH3:40])[CH2:30][C:31]3[CH:32]=[CH:33][C:34]([O:37][CH3:38])=[CH:35][CH:36]=3)[C:26]3=[N:41][CH:42]=[C:43]([C:44]#[N:45])[N:25]3[N:24]=2)=[CH:7][C:6]([C:8]#[N:9])=[CH:5][C:4]=1[CH:10]1[CH2:11][N:12]([C:14]([O:16][C:17]([CH3:18])([CH3:20])[CH3:19])=[O:15])[CH2:13]1. The yield is 0.670.